From a dataset of Full USPTO retrosynthesis dataset with 1.9M reactions from patents (1976-2016). Predict the reactants needed to synthesize the given product. (1) Given the product [CH3:32][C:30]1([CH3:33])[CH2:31][CH:28]([CH:14]([NH:15][C:16]2[C:25]([CH3:26])=[CH:24][C:23]3[C:18](=[CH:19][CH:20]=[C:21]([F:27])[CH:22]=3)[N:17]=2)[C:11]2[CH:10]=[CH:9][C:8]([C:7]([NH:6][CH2:5][CH2:4][C:3]([OH:35])=[O:2])=[O:34])=[CH:13][CH:12]=2)[CH2:29]1, predict the reactants needed to synthesize it. The reactants are: C[O:2][C:3](=[O:35])[CH2:4][CH2:5][NH:6][C:7](=[O:34])[C:8]1[CH:13]=[CH:12][C:11]([CH:14]([CH:28]2[CH2:31][C:30]([CH3:33])([CH3:32])[CH2:29]2)[NH:15][C:16]2[C:25]([CH3:26])=[CH:24][C:23]3[C:18](=[CH:19][CH:20]=[C:21]([F:27])[CH:22]=3)[N:17]=2)=[CH:10][CH:9]=1.[OH-].[Na+]. (2) Given the product [CH:9]1([CH2:15][CH2:16][CH2:17][CH2:18][NH:19][C:20]([C:22]2[N:23]=[C:24]([CH:27]3[CH:28]([CH2:34][C:35]4[CH:40]=[C:39]([F:41])[CH:38]=[CH:37][C:36]=4[CH2:42][CH2:43][C:44](=[O:46])[NH:8][CH2:6][CH3:7])[CH:29]4[O:33][CH:32]3[CH2:31][CH2:30]4)[O:25][CH:26]=2)=[O:21])[CH2:14][CH2:13][CH2:12][CH2:11][CH2:10]1, predict the reactants needed to synthesize it. The reactants are: CN(C=O)C.[CH2:6]([NH2:8])[CH3:7].[CH:9]1([CH2:15][CH2:16][CH2:17][CH2:18][NH:19][C:20]([C:22]2[N:23]=[C:24]([C@@H:27]3[CH:32]4[O:33][C@@H:29]([CH2:30][CH2:31]4)[C@@H:28]3[CH2:34][C:35]3[CH:40]=[C:39]([F:41])[CH:38]=[CH:37][C:36]=3[CH2:42][CH2:43][C:44]([OH:46])=O)[O:25][CH:26]=2)=[O:21])[CH2:14][CH2:13][CH2:12][CH2:11][CH2:10]1.Cl.CN(C)CCCN=C=NCC. (3) The reactants are: [CH3:1][C:2]1[C:11]2[C:6](=[CH:7][CH:8]=[CH:9][CH:10]=2)[CH:5]=[C:4]([OH:12])[CH:3]=1.[C:13]([CH:17]1[CH2:22][CH2:21][CH:20](OS(C)(=O)=O)[CH2:19][CH2:18]1)([CH3:16])([CH3:15])[CH3:14].C(=O)([O-])[O-].[Cs+].[Cs+].O. Given the product [C:13]([CH:17]1[CH2:22][CH2:21][CH:20]([O:12][C:4]2[CH:3]=[C:2]([CH3:1])[C:11]3[C:6]([CH:5]=2)=[CH:7][CH:8]=[CH:9][CH:10]=3)[CH2:19][CH2:18]1)([CH3:16])([CH3:15])[CH3:14], predict the reactants needed to synthesize it. (4) The reactants are: CS([O:5][CH2:6][CH:7]1[CH2:12][CH2:11][N:10]([C:13]2[N:18]=[CH:17][C:16]([CH2:19][CH3:20])=[CH:15][N:14]=2)[CH2:9][CH2:8]1)(=O)=O.O[CH:22]1[CH2:25][N:24]([C:26]([O:28][C:29]([CH3:32])([CH3:31])[CH3:30])=[O:27])[CH2:23]1.[H-].[Na+].[NH4+].[Cl-]. Given the product [CH2:19]([C:16]1[CH:15]=[N:14][C:13]([N:10]2[CH2:11][CH2:12][CH:7]([CH2:6][O:5][CH:22]3[CH2:23][N:24]([C:26]([O:28][C:29]([CH3:32])([CH3:31])[CH3:30])=[O:27])[CH2:25]3)[CH2:8][CH2:9]2)=[N:18][CH:17]=1)[CH3:20], predict the reactants needed to synthesize it. (5) Given the product [OH:21][CH:19]([C:18]1[CH:17]=[CH:16][N:15]=[CH:14][C:13]=1[C:6]1[CH:7]=[CH:8][C:3]([C:1]#[N:2])=[CH:4][CH:5]=1)[CH3:20], predict the reactants needed to synthesize it. The reactants are: [C:1]([C:3]1[CH:8]=[CH:7][C:6](B(O)O)=[CH:5][CH:4]=1)#[N:2].Br[C:13]1[CH:14]=[N:15][CH:16]=[CH:17][C:18]=1[CH:19]([OH:21])[CH3:20].C(Cl)Cl.C([O-])([O-])=O.[Na+].[Na+]. (6) Given the product [S:37]1[CH:38]=[CH:39][N:40]=[C:36]1[CH2:11][C:12]1[CH:21]=[CH:20][C:15]([C:16]([O:18][CH3:19])=[O:17])=[CH:14][CH:13]=1, predict the reactants needed to synthesize it. The reactants are: BrCCBr.[Si](Cl)(C)(C)C.Br[CH2:11][C:12]1[CH:21]=[CH:20][C:15]([C:16]([O:18][CH3:19])=[O:17])=[CH:14][CH:13]=1.Br[Zn]CC1C=CC(C(OC)=O)=CC=1.Br[C:36]1[S:37][CH:38]=[CH:39][N:40]=1. (7) Given the product [F:37][C:12]([F:36])([F:11])[C@H:13]1[CH2:14][CH2:15][C@H:16]([NH:19][C:20](=[O:35])[C:21]2[CH:26]=[C:25]([N+:27]([O-:29])=[O:28])[C:24]([NH2:30])=[N:23][C:22]=2[O:31][CH2:32][CH2:33][O:34][CH:2]([F:10])[F:1])[CH2:17][CH2:18]1, predict the reactants needed to synthesize it. The reactants are: [F:1][C:2]([F:10])(S(F)(=O)=O)C(O)=O.[F:11][C:12]([F:37])([F:36])[C@H:13]1[CH2:18][CH2:17][C@H:16]([NH:19][C:20](=[O:35])[C:21]2[CH:26]=[C:25]([N+:27]([O-:29])=[O:28])[C:24]([NH2:30])=[N:23][C:22]=2[O:31][CH2:32][CH2:33][OH:34])[CH2:15][CH2:14]1.